This data is from Reaction yield outcomes from USPTO patents with 853,638 reactions. The task is: Predict the reaction yield, written as a fraction of the theoretical maximum amount of product (1.0 means a 100% yield; for example, 0.34 means a 34% yield). The reactants are C([O:4][C:5]1[C:14]2[CH2:13][CH2:12][CH2:11][CH2:10][C:9]=2[CH:8]=[C:7]([CH3:15])[CH:6]=1)(=O)C.[OH-].[Na+]. The catalyst is C1COCC1.CO. The product is [CH3:15][C:7]1[CH:6]=[C:5]([OH:4])[C:14]2[CH2:13][CH2:12][CH2:11][CH2:10][C:9]=2[CH:8]=1. The yield is 0.990.